The task is: Predict the reactants needed to synthesize the given product.. This data is from Full USPTO retrosynthesis dataset with 1.9M reactions from patents (1976-2016). (1) The reactants are: C[N:2](C)/[CH:3]=[CH:4]/[C:5]([C:7]1[C:12](=[O:13])[CH:11]=[CH:10][N:9]([C:14]2[CH:19]=[CH:18][CH:17]=[CH:16][CH:15]=2)[N:8]=1)=O.[F:21][C:22]1[CH:27]=[CH:26][C:25]([F:28])=[CH:24][C:23]=1[NH:29]N. Given the product [F:21][C:22]1[CH:27]=[CH:26][C:25]([F:28])=[CH:24][C:23]=1[N:29]1[C:5]([C:7]2[C:12](=[O:13])[CH:11]=[CH:10][N:9]([C:14]3[CH:19]=[CH:18][CH:17]=[CH:16][CH:15]=3)[N:8]=2)=[CH:4][CH:3]=[N:2]1, predict the reactants needed to synthesize it. (2) Given the product [CH3:13][O:14][CH2:15][CH:16]([NH:18][C:2]1[C:3]([C:8]([O:10][CH2:11][CH3:12])=[O:9])=[N:4][CH:5]=[CH:6][CH:7]=1)[CH3:17], predict the reactants needed to synthesize it. The reactants are: F[C:2]1[C:3]([C:8]([O:10][CH2:11][CH3:12])=[O:9])=[N:4][CH:5]=[CH:6][CH:7]=1.[CH3:13][O:14][CH2:15][CH:16]([NH2:18])[CH3:17].